From a dataset of Peptide-MHC class II binding affinity with 134,281 pairs from IEDB. Regression. Given a peptide amino acid sequence and an MHC pseudo amino acid sequence, predict their binding affinity value. This is MHC class II binding data. (1) The binding affinity (normalized) is 0.808. The MHC is DRB1_1501 with pseudo-sequence DRB1_1501. The peptide sequence is PRYISLIPVNVVAD. (2) The MHC is DRB1_0401 with pseudo-sequence DRB1_0401. The peptide sequence is NLMGKTLILLETFVR. The binding affinity (normalized) is 0.359.